Dataset: Catalyst prediction with 721,799 reactions and 888 catalyst types from USPTO. Task: Predict which catalyst facilitates the given reaction. (1) The catalyst class is: 16. Product: [CH3:10][O:9][N:7]([CH3:8])[C:5](=[O:6])[CH2:4][CH2:3][CH2:2][N:15]1[CH2:16][CH2:17][N:12]([CH3:11])[CH2:13][CH2:14]1. Reactant: Cl[CH2:2][CH2:3][CH2:4][C:5]([N:7]([O:9][CH3:10])[CH3:8])=[O:6].[CH3:11][N:12]1[CH2:17][CH2:16][NH:15][CH2:14][CH2:13]1. (2) Reactant: Cl[C:2]1[CH:11]=[CH:10][N:9]=[C:8]2[C:3]=1[C:4]1[CH:16]=[CH:15][CH:14]=[CH:13][C:5]=1[C:6](=[O:12])[NH:7]2.[CH3:17][O:18][C:19]1[CH:20]=[C:21](O)[CH:22]=[CH:23][CH:24]=1.C(=O)([O-])[O-:27].[K+].[K+]. Product: [CH3:17][O:18][C:19]1[CH:20]=[CH:21][C:22]([O:27][C:2]2[CH:11]=[CH:10][N:9]=[C:8]3[C:3]=2[C:4]2[CH:16]=[CH:15][CH:14]=[CH:13][C:5]=2[C:6](=[O:12])[NH:7]3)=[CH:23][CH:24]=1. The catalyst class is: 18. (3) Reactant: C(N(CC)C(C)C)(C)C.[N:10]([C:13]1[CH:18]=[CH:17][CH:16]=[CH:15][CH:14]=1)=[C:11]=[O:12].Cl.[NH2:20][C:21]([CH3:27])([CH3:26])[C:22]([O:24][CH3:25])=[O:23].C(Cl)Cl. Product: [CH3:26][C:21]([NH:20][C:11]([NH:10][C:13]1[CH:18]=[CH:17][CH:16]=[CH:15][CH:14]=1)=[O:12])([CH3:27])[C:22]([O:24][CH3:25])=[O:23]. The catalyst class is: 6.